From a dataset of Catalyst prediction with 721,799 reactions and 888 catalyst types from USPTO. Predict which catalyst facilitates the given reaction. (1) Reactant: [Cl:1][C:2]1[CH:18]=[CH:17][C:5]2[CH2:6][CH2:7][N:8]([C:11](=[O:16])[C:12]([F:15])([F:14])[F:13])[CH2:9][CH2:10][C:4]=2[C:3]=1OS(C(F)(F)F)(=O)=O.[F:27][C:28]1[CH:33]=[CH:32][C:31]([C@@H:34]([NH2:36])[CH3:35])=[CH:30][CH:29]=1. Product: [Cl:1][C:2]1[CH:18]=[CH:17][C:5]2[CH2:6][CH2:7][N:8]([C:11](=[O:16])[C:12]([F:14])([F:15])[F:13])[CH2:9][CH2:10][C:4]=2[C:3]=1[NH:36][C@H:34]([C:31]1[CH:32]=[CH:33][C:28]([F:27])=[CH:29][CH:30]=1)[CH3:35]. The catalyst class is: 11. (2) Reactant: CN(C=O)C.CS([O:10][CH2:11][C:12]1[O:16][N:15]=[C:14]([C@@H:17]2[CH2:21][CH2:20][CH2:19][N:18]2[C:22](=[O:37])[C:23]([F:36])([F:35])[C:24]2([OH:34])[CH2:29][C:28]([CH3:31])([CH3:30])[CH2:27][C:26]([CH3:33])([CH3:32])[CH2:25]2)[CH:13]=1)(=O)=O.[CH3:38][O:39][C:40]1[CH:41]=[C:42](O)[CH:43]=[C:44]([O:48][CH3:49])[C:45]=1[O:46][CH3:47].C([O-])([O-])=O.[K+].[K+]. Product: [F:35][C:23]([F:36])([C:24]1([OH:34])[CH2:29][C:28]([CH3:31])([CH3:30])[CH2:27][C:26]([CH3:33])([CH3:32])[CH2:25]1)[C:22]([N:18]1[CH2:19][CH2:20][CH2:21][C@H:17]1[C:14]1[CH:13]=[C:12]([CH2:11][O:10][C:42]2[CH:43]=[C:44]([O:48][CH3:49])[C:45]([O:46][CH3:47])=[C:40]([O:39][CH3:38])[CH:41]=2)[O:16][N:15]=1)=[O:37]. The catalyst class is: 6. (3) Reactant: Cl.[NH2:2][C:3]1[C:4]([CH3:30])=[C:5]2[C:10]([NH:11][C:12]3[CH:17]=[CH:16][C:15]([O:18][C:19]4[CH:24]=[CH:23][CH:22]=[CH:21][C:20]=4[O:25][CH3:26])=[CH:14][CH:13]=3)=[C:9]([C:27]#[N:28])[CH:8]=[N:7][N:6]2[CH:29]=1.[C:31]([NH:34][C:35]1[CH:36]=[C:37]([CH:41]=[CH:42][CH:43]=1)[C:38](O)=[O:39])(=[O:33])[CH3:32].C1CN([P+](Br)(N2CCCC2)N2CCCC2)CC1.F[P-](F)(F)(F)(F)F.CCN(C(C)C)C(C)C. Product: [C:31]([NH:34][C:35]1[CH:36]=[C:37]([CH:41]=[CH:42][CH:43]=1)[C:38]([NH:2][C:3]1[C:4]([CH3:30])=[C:5]2[C:10]([NH:11][C:12]3[CH:13]=[CH:14][C:15]([O:18][C:19]4[CH:24]=[CH:23][CH:22]=[CH:21][C:20]=4[O:25][CH3:26])=[CH:16][CH:17]=3)=[C:9]([C:27]#[N:28])[CH:8]=[N:7][N:6]2[CH:29]=1)=[O:39])(=[O:33])[CH3:32]. The catalyst class is: 31. (4) Reactant: [O:1]=[C:2]1[CH2:10][C:9]2[C:4](=[CH:5][CH:6]=[C:7]([C:11]3[N:15]4[N:16]=[C:17]([C:20]5[CH:41]=[CH:40][C:23]([C:24]([N:26]6[CH2:32][CH2:31][CH2:30][N:29](C(OC(C)(C)C)=O)[CH2:28][CH2:27]6)=[O:25])=[CH:22][CH:21]=5)[CH:18]=[CH:19][C:14]4=[N:13][CH:12]=3)[CH:8]=2)[NH:3]1. The catalyst class is: 157. Product: [N:26]1([C:24]([C:23]2[CH:40]=[CH:41][C:20]([C:17]3[CH:18]=[CH:19][C:14]4[N:15]([C:11]([C:7]5[CH:6]=[C:5]6[C:10](=[CH:9][CH:8]=5)[C:2](=[O:1])[NH:3][CH2:4]6)=[CH:12][N:13]=4)[N:16]=3)=[CH:21][CH:22]=2)=[O:25])[CH2:32][CH2:31][CH2:30][NH:29][CH2:28][CH2:27]1.